Dataset: Peptide-MHC class I binding affinity with 185,985 pairs from IEDB/IMGT. Task: Regression. Given a peptide amino acid sequence and an MHC pseudo amino acid sequence, predict their binding affinity value. This is MHC class I binding data. (1) The peptide sequence is AVYFKAKWLT. The MHC is HLA-A02:06 with pseudo-sequence HLA-A02:06. The binding affinity (normalized) is 0.162. (2) The peptide sequence is LDFVRFMGV. The MHC is HLA-A02:06 with pseudo-sequence HLA-A02:06. The binding affinity (normalized) is 0.492. (3) The peptide sequence is ASSWAPTQK. The MHC is HLA-A30:01 with pseudo-sequence HLA-A30:01. The binding affinity (normalized) is 0.230. (4) The peptide sequence is YLKKGRLSL. The binding affinity (normalized) is 0.0847. The MHC is HLA-B18:01 with pseudo-sequence HLA-B18:01.